This data is from Catalyst prediction with 721,799 reactions and 888 catalyst types from USPTO. The task is: Predict which catalyst facilitates the given reaction. Reactant: Cl[C:2]1[C:11]2[C:6](=[CH:7][C:8]([Cl:12])=[CH:9][CH:10]=2)[N:5]=[CH:4][CH:3]=1.[C:13]([O:17][C:18]([NH:20][CH:21]1[CH2:25][CH2:24][NH:23][CH2:22]1)=[O:19])([CH3:16])([CH3:15])[CH3:14].N12CCN(CC1)CC2. Product: [C:13]([O:17][C:18]([NH:20][CH:21]1[CH2:25][CH2:24][N:23]([C:2]2[C:11]3[C:6](=[CH:7][C:8]([Cl:12])=[CH:9][CH:10]=3)[N:5]=[CH:4][CH:3]=2)[CH2:22]1)=[O:19])([CH3:16])([CH3:14])[CH3:15]. The catalyst class is: 14.